Task: Predict the product of the given reaction.. Dataset: Forward reaction prediction with 1.9M reactions from USPTO patents (1976-2016) (1) The product is: [CH3:28][N:29]([C:30]([C:31]([NH:27][C:3]12[CH2:4][O:5][CH:6]([CH2:7][N:8]3[C:13](=[O:14])[C:12]([OH:15])=[C:11]([C:16]([NH:18][CH2:19][C:20]4[CH:21]=[CH:22][C:23]([F:26])=[CH:24][CH:25]=4)=[O:17])[N:10]=[C:9]31)[CH2:1][CH2:2]2)=[O:32])=[O:34])[CH3:35]. Given the reactants [CH2:1]1[CH:6]2[CH2:7][N:8]3[C:13](=[O:14])[C:12]([OH:15])=[C:11]([C:16]([NH:18][CH2:19][C:20]4[CH:25]=[CH:24][C:23]([F:26])=[CH:22][CH:21]=4)=[O:17])[N:10]=[C:9]3[C:3]([NH2:27])([CH2:4][O:5]2)[CH2:2]1.[CH3:28][N:29]([CH3:35])[C:30](=[O:34])[C:31](O)=[O:32].C(N(C(C)C)CC)(C)C.F[P-](F)(F)(F)(F)F.N1(OC(N(C)C)=[N+](C)C)C2N=CC=CC=2N=N1, predict the reaction product. (2) Given the reactants [Cl:1][C:2]1[CH:7]=[C:6]([Cl:8])[CH:5]=[CH:4][C:3]=1[OH:9].F[C:11]1[CH:16]=[CH:15][CH:14]=[CH:13][C:12]=1[N+:17]([O-:19])=[O:18].C(=O)([O-])[O-].[K+].[K+].C(Cl)Cl, predict the reaction product. The product is: [Cl:1][C:2]1[CH:7]=[C:6]([Cl:8])[CH:5]=[CH:4][C:3]=1[O:9][C:11]1[CH:16]=[CH:15][CH:14]=[CH:13][C:12]=1[N+:17]([O-:19])=[O:18]. (3) Given the reactants [Cl:1][C:2]1[CH:3]=[CH:4][C:5]([N+:21]([O-])=O)=[C:6]([N:8]2[C:12]([C:13](OC)=[O:14])=[C:11]([C:17]([O:19][CH3:20])=[O:18])[N:10]=[CH:9]2)[CH:7]=1, predict the reaction product. The product is: [Cl:1][C:2]1[CH:7]=[C:6]2[C:5]([NH:21][C:13](=[O:14])[C:12]3[N:8]2[CH:9]=[N:10][C:11]=3[C:17]([O:19][CH3:20])=[O:18])=[CH:4][CH:3]=1. (4) Given the reactants [CH3:1][N:2]([CH3:41])[CH2:3][CH2:4][O:5][C:6]1[CH:7]=[C:8]([NH:12][C:13]2[N:18]=[C:17]([C:19]3[C:20]([C:28]4[CH:29]=[C:30]([NH:34]C(=O)C(F)(F)F)[CH:31]=[CH:32][CH:33]=4)=[N:21][N:22]4[CH:27]=[CH:26][CH:25]=[CH:24][C:23]=34)[CH:16]=[CH:15][N:14]=2)[CH:9]=[CH:10][CH:11]=1.[Li+].[OH-], predict the reaction product. The product is: [NH2:34][C:30]1[CH:29]=[C:28]([C:20]2[C:19]([C:17]3[CH:16]=[CH:15][N:14]=[C:13]([NH:12][C:8]4[CH:9]=[CH:10][CH:11]=[C:6]([O:5][CH2:4][CH2:3][N:2]([CH3:41])[CH3:1])[CH:7]=4)[N:18]=3)=[C:23]3[CH:24]=[CH:25][CH:26]=[CH:27][N:22]3[N:21]=2)[CH:33]=[CH:32][CH:31]=1.